Task: Predict the product of the given reaction.. Dataset: Forward reaction prediction with 1.9M reactions from USPTO patents (1976-2016) (1) Given the reactants FC(F)(F)S(OS(C(F)(F)F)(=O)=O)(=O)=O.[CH3:16][C:17]([O:19][C@@H:20]1[CH2:33][C:32]2[C@@:23]([CH3:39])([C@@H:24]3[C@@H:29]([CH2:30][CH:31]=2)[C@@H:28]2[CH2:34][CH2:35][C:36](=O)[C@@:27]2([CH3:38])[CH2:26][CH2:25]3)[CH2:22][CH2:21]1)=[O:18].C([C:44]1[CH:49]=[C:48](C)[CH:47]=[C:46](C(C)(C)C)[N:45]=1)(C)(C)C.O1CCCC1, predict the reaction product. The product is: [CH3:16][C:17]([O:19][C@@H:20]1[CH2:21][C:22]2[C@@:23]([CH3:39])([C@@H:24]3[C@@H:29]([CH2:30][CH:31]=2)[C@@H:28]2[CH2:34][CH:35]=[C:36]([C:47]4[CH:48]=[CH:49][CH:44]=[N:45][CH:46]=4)[C@@:27]2([CH3:38])[CH2:26][CH2:25]3)[CH2:32][CH2:33]1)=[O:18]. (2) Given the reactants N#N.[CH3:3][C:4]1[O:5][C:6]([C:12]2[CH:13]=[C:14]([CH3:18])[CH:15]=[CH:16][CH:17]=2)=[C:7]([C:9]([OH:11])=O)[N:8]=1.C1C=CC2N(O)N=NC=2C=1.CCN=C=NCCCN(C)C.Cl.CCN(C(C)C)C(C)C.[C:50]([O:56][C:57]1([C:60]2[N:61]=[C:62]([CH2:65][N:66]3[N:70]=[C:69]([NH2:71])[CH:68]=[N:67]3)[O:63][CH:64]=2)[CH2:59][CH2:58]1)(=[O:55])[C:51]([CH3:54])([CH3:53])[CH3:52], predict the reaction product. The product is: [C:50]([O:56][C:57]1([C:60]2[N:61]=[C:62]([CH2:65][N:66]3[N:70]=[C:69]([NH:71][C:9]([C:7]4[N:8]=[C:4]([CH3:3])[O:5][C:6]=4[C:12]4[CH:13]=[C:14]([CH3:18])[CH:15]=[CH:16][CH:17]=4)=[O:11])[CH:68]=[N:67]3)[O:63][CH:64]=2)[CH2:59][CH2:58]1)(=[O:55])[C:51]([CH3:54])([CH3:53])[CH3:52].